Dataset: M1 muscarinic receptor antagonist screen with 61,756 compounds. Task: Binary Classification. Given a drug SMILES string, predict its activity (active/inactive) in a high-throughput screening assay against a specified biological target. (1) The drug is Fc1ccc(Nc2nc(nc(n2)N)CN2CCN(CC2)c2ncccc2)cc1. The result is 0 (inactive). (2) The compound is Clc1nss\c1=N\c1cc(OC)cc(OC)c1. The result is 0 (inactive). (3) The drug is O=C(NC12CC3CC(C1)CC(C2)C3)c1cc(O)cnc1. The result is 0 (inactive). (4) The compound is O=C1N(c2c(S(=O)C1)ccc(c2)C(=O)NCCCOCC)Cc1ccccc1. The result is 0 (inactive).